This data is from NCI-60 drug combinations with 297,098 pairs across 59 cell lines. The task is: Regression. Given two drug SMILES strings and cell line genomic features, predict the synergy score measuring deviation from expected non-interaction effect. (1) Drug 1: CC12CCC3C(C1CCC2O)C(CC4=C3C=CC(=C4)O)CCCCCCCCCS(=O)CCCC(C(F)(F)F)(F)F. Drug 2: C1=NNC2=C1C(=O)NC=N2. Cell line: SF-295. Synergy scores: CSS=4.64, Synergy_ZIP=-1.87, Synergy_Bliss=-0.432, Synergy_Loewe=-0.894, Synergy_HSA=-0.718. (2) Drug 1: CN(CC1=CN=C2C(=N1)C(=NC(=N2)N)N)C3=CC=C(C=C3)C(=O)NC(CCC(=O)O)C(=O)O. Drug 2: CC1=CC=C(C=C1)C2=CC(=NN2C3=CC=C(C=C3)S(=O)(=O)N)C(F)(F)F. Cell line: NCI-H226. Synergy scores: CSS=3.38, Synergy_ZIP=-5.18, Synergy_Bliss=-1.05, Synergy_Loewe=-20.8, Synergy_HSA=-2.53. (3) Drug 1: CC12CCC3C(C1CCC2O)C(CC4=C3C=CC(=C4)O)CCCCCCCCCS(=O)CCCC(C(F)(F)F)(F)F. Drug 2: CC(C)(C#N)C1=CC(=CC(=C1)CN2C=NC=N2)C(C)(C)C#N. Cell line: HT29. Synergy scores: CSS=1.75, Synergy_ZIP=-0.499, Synergy_Bliss=0.583, Synergy_Loewe=-1.46, Synergy_HSA=1.06. (4) Drug 1: COC1=NC(=NC2=C1N=CN2C3C(C(C(O3)CO)O)O)N. Drug 2: C1=NC(=NC(=O)N1C2C(C(C(O2)CO)O)O)N. Cell line: LOX IMVI. Synergy scores: CSS=48.8, Synergy_ZIP=8.36, Synergy_Bliss=9.59, Synergy_Loewe=-31.2, Synergy_HSA=6.23.